Dataset: Full USPTO retrosynthesis dataset with 1.9M reactions from patents (1976-2016). Task: Predict the reactants needed to synthesize the given product. (1) Given the product [Cl:1][C:2]1[CH:3]=[CH:4][C:5]([CH3:11])=[C:6]([NH:8][C:9]([NH:16][CH2:13][C:14]#[CH:15])=[S:10])[CH:7]=1, predict the reactants needed to synthesize it. The reactants are: [Cl:1][C:2]1[CH:3]=[CH:4][C:5]([CH3:11])=[C:6]([N:8]=[C:9]=[S:10])[CH:7]=1.Cl.[CH2:13]([NH2:16])[C:14]#[CH:15].C(N(CC)CC)C. (2) Given the product [CH2:24]([C@H:21]([NH:20][C:15]1[CH:14]=[CH:13][NH:12][C:11](=[O:17])[C:10]=1[C:8]1[NH:7][C:6]2[CH:18]=[C:2]([Br:1])[CH:3]=[C:4]([CH3:19])[C:5]=2[N:9]=1)[CH2:22][OH:23])[C:25]1[CH:30]=[CH:29][CH:28]=[CH:27][CH:26]=1, predict the reactants needed to synthesize it. The reactants are: [Br:1][C:2]1[CH:3]=[C:4]([CH3:19])[C:5]2[N:9]=[C:8]([C:10]3[C:11](=[O:17])[NH:12][CH:13]=[CH:14][C:15]=3Cl)[NH:7][C:6]=2[CH:18]=1.[NH2:20][C@@H:21]([CH2:24][C:25]1[CH:30]=[CH:29][CH:28]=[CH:27][CH:26]=1)[CH2:22][OH:23].CN1CCOCC1.